Binary Classification. Given a drug SMILES string, predict its activity (active/inactive) in a high-throughput screening assay against a specified biological target. From a dataset of Choline transporter screen with 302,306 compounds. (1) The drug is O=C(Nc1c(ccc(c1)C)C)CN(C)C(=O)/C=C\c1occc1. The result is 0 (inactive). (2) The molecule is S(=O)(=O)(N1CCCc2c1cc(NC(=O)C(=O)NCCCOC)cc2)c1sccc1. The result is 0 (inactive). (3) The compound is Clc1c(OCc2oc(C(=O)N3N=C(CC3(O)C(F)F)C(F)F)cc2)cccc1. The result is 0 (inactive). (4) The molecule is O1CCN(CC1)c1nc(N(CC)CC)c2c(n1)cccc2. The result is 0 (inactive). (5) The result is 0 (inactive). The drug is O(C(=O)C(/NC(=O)C)=C\c1c2c([nH]c1)cccc2)CC. (6) The molecule is O=C(N1CCCCCC1)CNC(=O)Cc1ccccc1. The result is 0 (inactive). (7) The compound is Clc1cc(c(NCC(=O)N\N=C(\CC)c2ccccc2)cc1)C. The result is 0 (inactive). (8) The molecule is o1c(nnc1c1ccccc1)C(O)c1ccc(OCc2ccccc2)cc1. The result is 0 (inactive). (9) The compound is O=C1c2c(c(NCCC(O)=O)ccc2NCCC(O)=O)C(=O)c2c1cccc2. The result is 0 (inactive). (10) The compound is s1c2ncnc(N3CCN(CC3)CCO)c2c(c2ccc(F)cc2)c1. The result is 1 (active).